Dataset: Forward reaction prediction with 1.9M reactions from USPTO patents (1976-2016). Task: Predict the product of the given reaction. (1) Given the reactants [CH:1]([C:4]1[N:5]=[C:6]([NH:9][CH2:10][CH2:11][CH:12]([CH3:14])[CH3:13])[S:7][CH:8]=1)([CH3:3])[CH3:2].[H-].[Na+].Cl[CH2:18][C:19]1[CH:38]=[CH:37][C:22]([CH2:23][O:24][C:25]2[CH:30]=[CH:29][C:28]([CH2:31][CH2:32][C:33]([O:35][CH3:36])=[O:34])=[CH:27][CH:26]=2)=[CH:21][CH:20]=1.Cl, predict the reaction product. The product is: [CH:1]([C:4]1[N:5]=[C:6]([N:9]([CH2:18][C:19]2[CH:38]=[CH:37][C:22]([CH2:23][O:24][C:25]3[CH:30]=[CH:29][C:28]([CH2:31][CH2:32][C:33]([O:35][CH3:36])=[O:34])=[CH:27][CH:26]=3)=[CH:21][CH:20]=2)[CH2:10][CH2:11][CH:12]([CH3:14])[CH3:13])[S:7][CH:8]=1)([CH3:3])[CH3:2]. (2) Given the reactants [S:1]1[C:5]2[CH:6]=[CH:7][CH:8]=[CH:9][C:4]=2[N:3]=[C:2]1[N:10]1[C:14](=[O:15])[C:13](=[CH:16][N:17](C)C)[C:12]([C:20]2[S:21][C:22]([Br:25])=[CH:23][CH:24]=2)=[N:11]1, predict the reaction product. The product is: [NH2:17][CH:16]=[C:13]1[C:12]([C:20]2[S:21][C:22]([Br:25])=[CH:23][CH:24]=2)=[N:11][N:10]([C:2]2[S:1][C:5]3[CH:6]=[CH:7][CH:8]=[CH:9][C:4]=3[N:3]=2)[C:14]1=[O:15]. (3) Given the reactants [CH3:1][O:2][C:3]1[C:8]([C:9]2[CH:14]=[CH:13][C:12]([C:15]([F:18])([F:17])[F:16])=[CH:11][CH:10]=2)=[CH:7][C:6]([C:19]#[N:20])=[CH:5][CH:4]=1.[H][H], predict the reaction product. The product is: [CH3:1][O:2][C:3]1[C:8]([C:9]2[CH:14]=[CH:13][C:12]([C:15]([F:16])([F:18])[F:17])=[CH:11][CH:10]=2)=[CH:7][C:6]([CH2:19][NH2:20])=[CH:5][CH:4]=1.